This data is from Experimental lipophilicity measurements (octanol/water distribution) for 4,200 compounds from AstraZeneca. The task is: Regression/Classification. Given a drug SMILES string, predict its absorption, distribution, metabolism, or excretion properties. Task type varies by dataset: regression for continuous measurements (e.g., permeability, clearance, half-life) or binary classification for categorical outcomes (e.g., BBB penetration, CYP inhibition). For this dataset (lipophilicity_astrazeneca), we predict Y. (1) The drug is CN(C)C(=O)N1CCC(C(=O)NCc2cccs2)CC1. The Y is 1.10 logD. (2) The compound is C[C@H](NC1=NC(=O)[C@](C)(C(F)(F)F)S1)c1ccccc1F. The Y is 3.10 logD. (3) The molecule is Nc1c2c(nc3c(-c4ncccn4)cccc13)CN(C1CCC1)C2=O. The Y is 1.85 logD. (4) The drug is CNS(=O)(=O)Cc1ccc2[nH]cc(CCN(C)C)c2c1. The Y is -0.960 logD.